This data is from Acute oral toxicity (LD50) regression data from Zhu et al.. The task is: Regression/Classification. Given a drug SMILES string, predict its toxicity properties. Task type varies by dataset: regression for continuous values (e.g., LD50, hERG inhibition percentage) or binary classification for toxic/non-toxic outcomes (e.g., AMES mutagenicity, cardiotoxicity, hepatotoxicity). Dataset: ld50_zhu. The drug is CC(C)(C)c1cc(CN2CCN(Cc3cc(C(C)(C)C)c(O)c(C(C)(C)C)c3)CC2)cc(C(C)(C)C)c1O. The rat oral LD50 is 1.72, given as -log10 of the dose in mol/kg body weight (higher means more acutely toxic).